From a dataset of Reaction yield outcomes from USPTO patents with 853,638 reactions. Predict the reaction yield, written as a fraction of the theoretical maximum amount of product (1.0 means a 100% yield; for example, 0.34 means a 34% yield). (1) The reactants are [C:1](OC(=O)C)(=[O:3])[CH3:2].[NH2:8][C@@H:9]1[CH2:14][CH2:13][CH2:12][C@H:11]([C:15]([O:17][CH3:18])=[O:16])[CH2:10]1. The catalyst is N1C=CC=CC=1. The product is [C:1]([NH:8][C@@H:9]1[CH2:14][CH2:13][CH2:12][C@H:11]([C:15]([O:17][CH3:18])=[O:16])[CH2:10]1)(=[O:3])[CH3:2]. The yield is 0.690. (2) The reactants are C[O:2][C:3](=O)[C:4]1[CH:9]=[C:8]([CH2:10][O:11][CH3:12])[CH:7]=[CH:6][C:5]=1[CH2:13][N:14]1[CH:19]([C:20]2[C:25]([CH3:26])=[CH:24][CH:23]=[CH:22][N:21]=2)[CH2:18][CH2:17][CH2:16][CH:15]1[C:27]1[C:32]([CH3:33])=[CH:31][CH:30]=[CH:29][N:28]=1.[Li+].[BH4-]. The catalyst is C1COCC1.[OH-].[Na+]. The product is [CH3:26][C:25]1[C:20]([CH:19]2[CH2:18][CH2:17][CH2:16][CH:15]([C:27]3[C:32]([CH3:33])=[CH:31][CH:30]=[CH:29][N:28]=3)[N:14]2[CH2:13][C:5]2[CH:6]=[CH:7][C:8]([CH2:10][O:11][CH3:12])=[CH:9][C:4]=2[CH2:3][OH:2])=[N:21][CH:22]=[CH:23][CH:24]=1. The yield is 0.830. (3) The reactants are [C:1]([C:3](=[C:7]([S:10][CH3:11])SC)[C:4]([NH2:6])=[O:5])#[N:2].[Cl:12][C:13]1[CH:14]=[C:15]([CH:17]=[CH:18][CH:19]=1)[NH2:16]. The catalyst is CCO. The product is [Cl:12][C:13]1[CH:14]=[C:15]([NH:16][C:7]([S:10][CH3:11])=[C:3]([C:1]#[N:2])[C:4]([NH2:6])=[O:5])[CH:17]=[CH:18][CH:19]=1. The yield is 0.450. (4) The reactants are [Br:1][C:2]1[CH:3]=[C:4]([C:8](=O)[C:9]([C:11]2C=[C:14]([C:16](=O)CC)[N:13]([CH2:20]C(F)(F)F)[CH:12]=2)=O)[CH:5]=[CH:6][CH:7]=1.[CH3:26][NH:27][C:28]([NH2:30])=[NH:29].[C:31](=[O:34])([O-])[O-].[Na+].[Na+].CCO[C:40]([CH3:42])=O.[CH2:43]([OH:45])C. The catalyst is C(O)C. The product is [NH2:30][C:28]1[N:27]([CH3:26])[C:43](=[O:45])[C:8]([C:4]2[CH:5]=[CH:6][CH:7]=[C:2]([Br:1])[CH:3]=2)([C:9]2[CH:11]=[C:12]([C:31](=[O:34])[CH2:40][CH3:42])[N:13]([CH2:14][CH3:16])[CH:20]=2)[N:29]=1. The yield is 0.750.